This data is from Reaction yield outcomes from USPTO patents with 853,638 reactions. The task is: Predict the reaction yield, written as a fraction of the theoretical maximum amount of product (1.0 means a 100% yield; for example, 0.34 means a 34% yield). (1) The reactants are [F:1][C:2]1[C:11]2[O:10][CH2:9][CH:8]([NH:12][CH2:13][CH2:14][CH3:15])[CH2:7][C:6]=2[C:5]([C:16]([NH2:18])=[O:17])=[CH:4][CH:3]=1.C(=O)([O-])[O-].[K+].[K+].Cl[CH2:26][CH2:27][C:28]([C:30]1[C:34]2[CH:35]=[C:36]([F:39])[CH:37]=[CH:38][C:33]=2[S:32][CH:31]=1)=[O:29]. The catalyst is C1COCC1. The product is [F:1][C:2]1[C:11]2[O:10][CH2:9][CH:8]([N:12]([CH2:26][CH2:27][C:28]([C:30]3[C:34]4[CH:35]=[C:36]([F:39])[CH:37]=[CH:38][C:33]=4[S:32][CH:31]=3)=[O:29])[CH2:13][CH2:14][CH3:15])[CH2:7][C:6]=2[C:5]([C:16]([NH2:18])=[O:17])=[CH:4][CH:3]=1. The yield is 0.600. (2) The reactants are [CH:1]1([C:4]2[O:8][N:7]=[C:6]([C:9]3[C:14]([Cl:15])=[CH:13][CH:12]=[CH:11][C:10]=3[Cl:16])[C:5]=2[CH2:17][OH:18])[CH2:3][CH2:2]1.[CH3:19][O:20][C:21]([C:23]1[S:24][C:25]([C:28]2[CH:33]=[CH:32][C:31](O)=[CH:30][C:29]=2[CH3:35])=[CH:26][CH:27]=1)=[O:22].C1CCN(C(N=NC(N2CCCCC2)=O)=O)CC1. The yield is 0.410. The catalyst is C1(C)C=CC=CC=1. The product is [CH3:19][O:20][C:21]([C:23]1[S:24][C:25]([C:28]2[CH:33]=[CH:32][C:31]([O:18][CH2:17][C:5]3[C:6]([C:9]4[C:10]([Cl:16])=[CH:11][CH:12]=[CH:13][C:14]=4[Cl:15])=[N:7][O:8][C:4]=3[CH:1]3[CH2:3][CH2:2]3)=[CH:30][C:29]=2[CH3:35])=[CH:26][CH:27]=1)=[O:22]. (3) The reactants are [Cl:1][C:2]1[N:7]=[C:6]([OH:8])[CH:5]=[C:4]([OH:9])[C:3]=1[CH3:10].[N+:11]([O-])([OH:13])=[O:12]. The catalyst is C(O)(=O)C. The product is [Cl:1][C:2]1[N:7]=[C:6]([OH:8])[C:5]([N+:11]([O-:13])=[O:12])=[C:4]([OH:9])[C:3]=1[CH3:10]. The yield is 0.280. (4) The reactants are [I:1][C:2]1[CH:7]=[CH:6][CH:5]=[CH:4][C:3]=1[OH:8].[H-].[Na+].[CH3:11][C:12]([CH3:16])=[CH:13][CH2:14]Br. The catalyst is C1COCC1. The product is [I:1][C:2]1[CH:7]=[CH:6][CH:5]=[CH:4][C:3]=1[O:8][CH2:14][CH:13]=[C:12]([CH3:16])[CH3:11]. The yield is 0.980. (5) The reactants are [F:1][C:2]1[C:11]([CH:12]=[O:13])=[C:10]([F:14])[CH:9]=[C:8]2[C:3]=1[CH:4]=[CH:5][CH:6]=[N:7]2.[BH4-].[Na+].[NH4+].[Cl-]. The catalyst is CO. The product is [F:1][C:2]1[C:11]([CH2:12][OH:13])=[C:10]([F:14])[CH:9]=[C:8]2[C:3]=1[CH:4]=[CH:5][CH:6]=[N:7]2. The yield is 0.940. (6) The reactants are S(=O)(=O)(O)O.[N+:6]([O-:9])(O)=[O:7].[CH3:10][C:11]1[CH:16]=[C:15]([N:17]2[CH:21]=[CH:20][NH:19][CH2:18]2)[CH:14]=[CH:13][N:12]=1.C([O-])(O)=O.[Na+]. No catalyst specified. The product is [N+:6]([CH:18]1[N:17]([C:15]2[CH:14]=[CH:13][N:12]=[C:11]([CH3:10])[CH:16]=2)[CH:21]=[CH:20][NH:19]1)([O-:9])=[O:7]. The yield is 0.660.